Task: Regression. Given two drug SMILES strings and cell line genomic features, predict the synergy score measuring deviation from expected non-interaction effect.. Dataset: NCI-60 drug combinations with 297,098 pairs across 59 cell lines (1) Drug 1: CNC(=O)C1=CC=CC=C1SC2=CC3=C(C=C2)C(=NN3)C=CC4=CC=CC=N4. Drug 2: C1=CC(=CC=C1CCCC(=O)O)N(CCCl)CCCl. Cell line: NCI-H460. Synergy scores: CSS=3.69, Synergy_ZIP=-0.00576, Synergy_Bliss=-0.532, Synergy_Loewe=-2.49, Synergy_HSA=-0.452. (2) Drug 1: C1=NC2=C(N1)C(=S)N=C(N2)N. Drug 2: CC1=C2C(C(=O)C3(C(CC4C(C3C(C(C2(C)C)(CC1OC(=O)C(C(C5=CC=CC=C5)NC(=O)OC(C)(C)C)O)O)OC(=O)C6=CC=CC=C6)(CO4)OC(=O)C)O)C)O. Cell line: RXF 393. Synergy scores: CSS=15.6, Synergy_ZIP=-12.8, Synergy_Bliss=-10.8, Synergy_Loewe=-12.7, Synergy_HSA=-8.25. (3) Drug 1: CC(CN1CC(=O)NC(=O)C1)N2CC(=O)NC(=O)C2. Drug 2: CC(C)CN1C=NC2=C1C3=CC=CC=C3N=C2N. Cell line: CCRF-CEM. Synergy scores: CSS=58.8, Synergy_ZIP=-1.61, Synergy_Bliss=-2.96, Synergy_Loewe=-3.03, Synergy_HSA=-2.82. (4) Cell line: SNB-75. Drug 1: CN(C)C1=NC(=NC(=N1)N(C)C)N(C)C. Synergy scores: CSS=0.720, Synergy_ZIP=-0.436, Synergy_Bliss=-2.35, Synergy_Loewe=-2.16, Synergy_HSA=-3.98. Drug 2: CC12CCC3C(C1CCC2O)C(CC4=C3C=CC(=C4)O)CCCCCCCCCS(=O)CCCC(C(F)(F)F)(F)F. (5) Drug 1: C1=NC2=C(N=C(N=C2N1C3C(C(C(O3)CO)O)F)Cl)N. Synergy scores: CSS=14.0, Synergy_ZIP=-4.11, Synergy_Bliss=-1.61, Synergy_Loewe=-43.4, Synergy_HSA=-3.33. Drug 2: C1C(C(OC1N2C=NC3=C2NC=NCC3O)CO)O. Cell line: HOP-92. (6) Drug 1: CCCCCOC(=O)NC1=NC(=O)N(C=C1F)C2C(C(C(O2)C)O)O. Drug 2: CC1=C2C(C(=O)C3(C(CC4C(C3C(C(C2(C)C)(CC1OC(=O)C(C(C5=CC=CC=C5)NC(=O)OC(C)(C)C)O)O)OC(=O)C6=CC=CC=C6)(CO4)OC(=O)C)O)C)O. Cell line: COLO 205. Synergy scores: CSS=2.96, Synergy_ZIP=-1.41, Synergy_Bliss=-0.941, Synergy_Loewe=-3.50, Synergy_HSA=-0.610. (7) Drug 1: C1=CN(C=N1)CC(O)(P(=O)(O)O)P(=O)(O)O. Drug 2: CS(=O)(=O)OCCCCOS(=O)(=O)C. Cell line: OVCAR-5. Synergy scores: CSS=3.46, Synergy_ZIP=2.97, Synergy_Bliss=2.49, Synergy_Loewe=3.63, Synergy_HSA=2.15.